Dataset: Reaction yield outcomes from USPTO patents with 853,638 reactions. Task: Predict the reaction yield, written as a fraction of the theoretical maximum amount of product (1.0 means a 100% yield; for example, 0.34 means a 34% yield). (1) The reactants are C(OC(=O)[NH:7][CH2:8][CH2:9][NH:10][CH:11]([C:15]1[O:16][C:17]2[C:22]([C:23](=[O:32])[C:24]=1[CH2:25][C:26]1[CH:31]=[CH:30][CH:29]=[CH:28][CH:27]=1)=[CH:21][CH:20]=[C:19]([Cl:33])[CH:18]=2)[CH:12]([CH3:14])[CH3:13])(C)(C)C. The catalyst is C(Cl)Cl.FC(F)(F)C(O)=O. The product is [NH2:7][CH2:8][CH2:9][NH:10][CH:11]([C:15]1[O:16][C:17]2[C:22]([C:23](=[O:32])[C:24]=1[CH2:25][C:26]1[CH:27]=[CH:28][CH:29]=[CH:30][CH:31]=1)=[CH:21][CH:20]=[C:19]([Cl:33])[CH:18]=2)[CH:12]([CH3:13])[CH3:14]. The yield is 0.910. (2) The reactants are [CH2:1]([O:3][C:4](=[O:29])[CH2:5][CH2:6][CH2:7][O:8][C:9]1[CH:14]=[CH:13][CH:12]=[C:11]([CH2:15][CH2:16][CH2:17][CH2:18][CH2:19][CH2:20]Br)[C:10]=1[CH2:22][CH2:23][C:24]([O:26][CH2:27][CH3:28])=[O:25])[CH3:2].[Br:30][C:31]1[CH:32]=[C:33]([OH:38])[CH:34]=[C:35]([OH:37])[CH:36]=1.[H-].[Li+]. The catalyst is CS(C)=O.O. The product is [CH2:1]([O:3][C:4](=[O:29])[CH2:5][CH2:6][CH2:7][O:8][C:9]1[CH:14]=[CH:13][CH:12]=[C:11]([CH2:15][CH2:16][CH2:17][CH2:18][CH2:19][CH2:20][O:37][C:35]2[CH:34]=[C:33]([OH:38])[CH:32]=[C:31]([Br:30])[CH:36]=2)[C:10]=1[CH2:22][CH2:23][C:24]([O:26][CH2:27][CH3:28])=[O:25])[CH3:2]. The yield is 0.740. (3) The reactants are [C:1]([C:5]1[CH:6]=[C:7]2[C:12](=[C:13]([F:15])[CH:14]=1)[C:11](=[O:16])[N:10]([C:17]1[N:24]=[CH:23][CH:22]=[C:21]([C:25]3[CH:30]=[C:29]([NH:31][C:32]4[S:33][C:34]([CH3:37])=[CH:35][N:36]=4)[C:28](=[O:38])[N:27]([CH3:39])[CH:26]=3)[C:18]=1[CH:19]=[O:20])[N:9]=[CH:8]2)([CH3:4])([CH3:3])[CH3:2].[BH4-].[Na+]. The catalyst is CO.ClCCl. The product is [C:1]([C:5]1[CH:6]=[C:7]2[C:12](=[C:13]([F:15])[CH:14]=1)[C:11](=[O:16])[N:10]([C:17]1[C:18]([CH2:19][OH:20])=[C:21]([C:25]3[CH:30]=[C:29]([NH:31][C:32]4[S:33][C:34]([CH3:37])=[CH:35][N:36]=4)[C:28](=[O:38])[N:27]([CH3:39])[CH:26]=3)[CH:22]=[CH:23][N:24]=1)[N:9]=[CH:8]2)([CH3:4])([CH3:2])[CH3:3]. The yield is 0.310. (4) The reactants are [CH2:1]([O:3][C:4]([C:6]1[CH:11]=[CH:10][C:9]([C@@H:12]([NH:14][S@@:15]([C:17]([CH3:20])([CH3:19])[CH3:18])=[O:16])[CH3:13])=[C:8]([F:21])[CH:7]=1)=[CH2:5])[CH3:2].Cl[CH2:23]I.C([Zn]CC)C.[NH4+].[Cl-]. The catalyst is C1(C)C=CC=CC=1.CO.C(Cl)Cl. The product is [CH2:1]([O:3][C:4]1([C:6]2[CH:11]=[CH:10][C:9]([C@@H:12]([NH:14][S@@:15]([C:17]([CH3:19])([CH3:18])[CH3:20])=[O:16])[CH3:13])=[C:8]([F:21])[CH:7]=2)[CH2:23][CH2:5]1)[CH3:2]. The yield is 0.280. (5) The catalyst is CN(C=O)C.C(Cl)Cl. The product is [CH2:1]([O:8][C:9](=[O:15])[C@@H:10]1[CH2:14][CH2:13][CH2:12][N:11]1[CH2:22][CH:21]1[O:20][CH2:19]1)[C:2]1[CH:3]=[CH:4][CH:5]=[CH:6][CH:7]=1. The yield is 0.700. The reactants are [CH2:1]([O:8][C:9](=[O:15])[C@@H:10]1[CH2:14][CH2:13][CH2:12][NH:11]1)[C:2]1[CH:7]=[CH:6][CH:5]=[CH:4][CH:3]=1.CN1[CH2:22][CH2:21][O:20][CH2:19]C1.C1C=CC2N(O)N=NC=2C=1.C1CCC(N=C=NC2CCCCC2)CC1. (6) The reactants are C(O)(C(F)(F)F)=O.[Cl:8][C:9]1[CH:10]=[CH:11][C:12]([O:29][CH3:30])=[C:13]([C:15]2[N:16]=[C:17]([CH3:28])[S:18][C:19]=2[NH:20]C(=O)OC(C)(C)C)[CH:14]=1. The catalyst is C(Cl)Cl.O. The product is [Cl:8][C:9]1[CH:10]=[CH:11][C:12]([O:29][CH3:30])=[C:13]([C:15]2[N:16]=[C:17]([CH3:28])[S:18][C:19]=2[NH2:20])[CH:14]=1. The yield is 0.950. (7) The reactants are [C:1]1([C:7]([C:15]2[CH:20]=[CH:19][CH:18]=[CH:17][CH:16]=2)([C:9]2[CH:14]=[CH:13][CH:12]=[CH:11][CH:10]=2)[SH:8])[CH:6]=[CH:5][CH:4]=[CH:3][CH:2]=1.[CH3:21][O:22][C:23]([C@@H:25]1[CH2:29][C@H:28](Cl)[CH2:27][N:26]1[C:31]([O:33][C:34]([CH3:37])([CH3:36])[CH3:35])=[O:32])=[O:24]. The catalyst is CN(C=O)C. The product is [CH3:21][O:22][C:23]([C@@H:25]1[CH2:29][C@@H:28]([S:8][C:7]([C:1]2[CH:2]=[CH:3][CH:4]=[CH:5][CH:6]=2)([C:9]2[CH:10]=[CH:11][CH:12]=[CH:13][CH:14]=2)[C:15]2[CH:16]=[CH:17][CH:18]=[CH:19][CH:20]=2)[CH2:27][N:26]1[C:31]([O:33][C:34]([CH3:37])([CH3:36])[CH3:35])=[O:32])=[O:24]. The yield is 0.870. (8) The reactants are [Cl:1][C:2]1[CH:10]=[C:9]2[C:5]([C:6]([C:11]([O:13]C)=[O:12])=[CH:7][NH:8]2)=[CH:4][C:3]=1[C:15]1[CH:20]=[CH:19][C:18]([N:21]2[CH2:25][CH2:24][CH2:23][C:22]2=[O:26])=[CH:17][CH:16]=1.[OH-].[Na+].Cl. The catalyst is CO.O. The product is [Cl:1][C:2]1[CH:10]=[C:9]2[C:5]([C:6]([C:11]([OH:13])=[O:12])=[CH:7][NH:8]2)=[CH:4][C:3]=1[C:15]1[CH:16]=[CH:17][C:18]([N:21]2[CH2:25][CH2:24][CH2:23][C:22]2=[O:26])=[CH:19][CH:20]=1. The yield is 0.370. (9) The reactants are Cl.[C:2]([C:6]1[N:10]([C:11]2[CH:12]=[C:13]3[C:18](=[CH:19][CH:20]=2)[N:17]=[CH:16][CH:15]=[CH:14]3)[N:9]=[C:8]([C:21]([O:23]CC)=[O:22])[CH:7]=1)([CH3:5])([CH3:4])[CH3:3].[Li+].[OH-]. The catalyst is C1COCC1. The product is [C:2]([C:6]1[N:10]([C:11]2[CH:12]=[C:13]3[C:18](=[CH:19][CH:20]=2)[N:17]=[CH:16][CH:15]=[CH:14]3)[N:9]=[C:8]([C:21]([OH:23])=[O:22])[CH:7]=1)([CH3:5])([CH3:3])[CH3:4]. The yield is 0.710.